Dataset: Forward reaction prediction with 1.9M reactions from USPTO patents (1976-2016). Task: Predict the product of the given reaction. (1) Given the reactants [F:1][C:2]1[CH:23]=[CH:22][C:5]([CH2:6][NH:7][C:8]([C:10]2[C:19]([OH:20])=[C:18]3[C:13]([CH:14]=[CH:15][CH:16]=[N:17]3)=[C:12](I)[N:11]=2)=[O:9])=[CH:4][CH:3]=1.C([Sn](CCCC)(CCCC)[C:29]1[CH2:33][O:32][C:31](=[O:34])[CH:30]=1)CCC, predict the reaction product. The product is: [F:1][C:2]1[CH:23]=[CH:22][C:5]([CH2:6][NH:7][C:8]([C:10]2[C:19]([OH:20])=[C:18]3[C:13]([CH:14]=[CH:15][CH:16]=[N:17]3)=[C:12]([C:29]3[CH2:33][O:32][C:31](=[O:34])[CH:30]=3)[N:11]=2)=[O:9])=[CH:4][CH:3]=1. (2) Given the reactants [CH3:1][Si:2]([CH3:23])([C:19]([CH3:22])([CH3:21])[CH3:20])[O:3][CH2:4][CH2:5][CH:6]([N+:16]([O-:18])=[O:17])[CH:7]([C:9]1[N:14]=[CH:13][C:12]([CH3:15])=[CH:11][N:10]=1)O.C1CCC(N=C=NC2CCCCC2)CC1.C(O)(=O)C, predict the reaction product. The product is: [CH3:23][Si:2]([CH3:1])([C:19]([CH3:21])([CH3:20])[CH3:22])[O:3][CH2:4][CH2:5]/[C:6](/[N+:16]([O-:18])=[O:17])=[CH:7]/[C:9]1[N:14]=[CH:13][C:12]([CH3:15])=[CH:11][N:10]=1. (3) Given the reactants [CH2:1]([N:8]([CH2:18][C:19]1[CH:24]=[CH:23][CH:22]=[CH:21][CH:20]=1)[C@@H:9]([CH2:15][CH2:16][CH3:17])[C@H:10]([OH:14])[C:11](O)=[O:12])[C:2]1[CH:7]=[CH:6][CH:5]=[CH:4][CH:3]=1.O[N:26]1[C:30]2[CH:31]=[CH:32][CH:32]=[CH:31][C:30]=2[N:26]=N1.C(N=C=NCCCN(C)C)C.C1(N)CC1, predict the reaction product. The product is: [CH:30]1([NH:26][C:11](=[O:12])[C@@H:10]([OH:14])[C@@H:9]([N:8]([CH2:1][C:2]2[CH:7]=[CH:6][CH:5]=[CH:4][CH:3]=2)[CH2:18][C:19]2[CH:20]=[CH:21][CH:22]=[CH:23][CH:24]=2)[CH2:15][CH2:16][CH3:17])[CH2:31][CH2:32]1. (4) Given the reactants [CH2:1]([O:3][C:4]1[CH:21]=[C:20]([F:22])[C:7]([CH2:8][N:9]2[C:13]3[CH2:14][CH2:15][CH2:16][C:12]=3[C:11]([C:17](=[NH:19])[NH2:18])=[N:10]2)=[C:6]([F:23])[CH:5]=1)[CH3:2].N1CCCCC1.C[N:31](C)[CH:32](N(C)C)[CH:33]([O:36][CH3:37])[C:34]#N, predict the reaction product. The product is: [CH2:1]([O:3][C:4]1[CH:5]=[C:6]([F:23])[C:7]([CH2:8][N:9]2[C:13]3[CH2:14][CH2:15][CH2:16][C:12]=3[C:11]([C:17]3[N:18]=[C:32]([NH2:31])[C:33]([O:36][CH3:37])=[CH:34][N:19]=3)=[N:10]2)=[C:20]([F:22])[CH:21]=1)[CH3:2].